Dataset: Forward reaction prediction with 1.9M reactions from USPTO patents (1976-2016). Task: Predict the product of the given reaction. (1) Given the reactants [Br:1][C:2]1[C:3]([C:14]2[CH:19]=[CH:18][C:17]([Cl:20])=[CH:16][CH:15]=2)=[C:4]2[C:9](=[CH:10][C:11]=1[CH3:12])[CH:8]=[C:7]([OH:13])[CH:6]=[CH:5]2.[CH3:21][CH:22]([Si:24](Cl)([CH:28]([CH3:30])[CH3:29])[CH:25]([CH3:27])[CH3:26])[CH3:23].C1CCN2C(=NCCC2)CC1, predict the reaction product. The product is: [Br:1][C:2]1[C:3]([C:14]2[CH:19]=[CH:18][C:17]([Cl:20])=[CH:16][CH:15]=2)=[C:4]2[C:9](=[CH:10][C:11]=1[CH3:12])[CH:8]=[C:7]([O:13][Si:24]([CH:28]([CH3:30])[CH3:29])([CH:25]([CH3:27])[CH3:26])[CH:22]([CH3:23])[CH3:21])[CH:6]=[CH:5]2. (2) Given the reactants F[C:2]1[C:10]2[S:9][C:8]([C:11]3[C:12]([NH2:28])=[N:13][CH:14]=[C:15]([C:17]4[CH:18]=[N:19][N:20]([CH:22]5[CH2:27][CH2:26][NH:25][CH2:24][CH2:23]5)[CH:21]=4)[CH:16]=3)=[N:7][C:6]=2[C:5]([C:29]([F:32])([F:31])[F:30])=[CH:4][CH:3]=1.[Cl:33]C1C2SC(I)=NC=2C(C(F)(F)F)=CC=1, predict the reaction product. The product is: [Cl:33][C:2]1[C:10]2[S:9][C:8]([C:11]3[C:12]([NH2:28])=[N:13][CH:14]=[C:15]([C:17]4[CH:18]=[N:19][N:20]([CH:22]5[CH2:27][CH2:26][NH:25][CH2:24][CH2:23]5)[CH:21]=4)[CH:16]=3)=[N:7][C:6]=2[C:5]([C:29]([F:32])([F:30])[F:31])=[CH:4][CH:3]=1. (3) Given the reactants O[C:2]1([C:7](O)=O)[CH2:6]CCC1.CN(C(ON1N=N[C:20]2C=[CH:22][CH:23]=[N:24][C:19]1=2)=[N+](C)C)C.F[P-](F)(F)(F)(F)F.[CH3:34]N(C=O)C, predict the reaction product. The product is: [CH3:22][CH2:23][N:24]([CH:2]([CH3:6])[CH3:7])[CH:19]([CH3:20])[CH3:34]. (4) Given the reactants [CH3:1][C:2]([C:5]1[CH:6]=[C:7]([C:16](=[CH2:30])[C:17]([NH:19][C:20]2[CH:25]=[C:24]([N+:26]([O-])=O)[CH:23]=[CH:22][C:21]=2[OH:29])=[O:18])[CH:8]=[C:9]([C:12]([CH3:15])([CH3:14])[CH3:13])[C:10]=1[OH:11])([CH3:4])[CH3:3].CC(C1C=C(C(=C)C(NC2C=CC(O)=C([N+]([O-])=O)C=2)=O)C=C(C(C)(C)C)C=1O)(C)C, predict the reaction product. The product is: [CH3:4][C:2]([C:5]1[CH:6]=[C:7]([C:16](=[CH2:30])[C:17]([NH:19][C:20]2[CH:25]=[C:24]([NH2:26])[CH:23]=[CH:22][C:21]=2[OH:29])=[O:18])[CH:8]=[C:9]([C:12]([CH3:13])([CH3:14])[CH3:15])[C:10]=1[OH:11])([CH3:1])[CH3:3].